Regression/Classification. Given a drug SMILES string, predict its toxicity properties. Task type varies by dataset: regression for continuous values (e.g., LD50, hERG inhibition percentage) or binary classification for toxic/non-toxic outcomes (e.g., AMES mutagenicity, cardiotoxicity, hepatotoxicity). Dataset: ames. From a dataset of Ames mutagenicity test results for genotoxicity prediction. (1) The molecule is Oc1c2ccccc2nc2ccc3c(c12)OCCO3. The result is 1 (mutagenic). (2) The molecule is CCCCCC(=O)OC1(C(C)=O)CCC2C3CCC4=CC(=O)CCC4C3CCC21C. The result is 0 (non-mutagenic). (3) The drug is Oc1cc(Cl)c(O)cc1Cl. The result is 0 (non-mutagenic). (4) The molecule is C1COC1. The result is 1 (mutagenic). (5) The drug is OCCOc1ccccc1. The result is 0 (non-mutagenic).